Dataset: Forward reaction prediction with 1.9M reactions from USPTO patents (1976-2016). Task: Predict the product of the given reaction. (1) Given the reactants [Cl:1][C:2]1[CH:7]=[CH:6][C:5]([S:8]([C:11]2([C:27]3[CH:32]=[C:31]([F:33])[CH:30]=[CH:29][C:28]=3[F:34])[CH2:16][CH2:15][CH:14]([CH2:17][C:18]([C:20]3[CH:25]=[CH:24][CH:23]=[CH:22][C:21]=3[OH:26])=[O:19])[CH2:13][CH2:12]2)(=[O:10])=[O:9])=[CH:4][CH:3]=1.Br[CH2:36][C:37]([O:39][CH3:40])=[O:38].C(=O)([O-])[O-].[K+].[K+], predict the reaction product. The product is: [CH3:40][O:39][C:37](=[O:38])[CH2:36][O:26][C:21]1[CH:22]=[CH:23][CH:24]=[CH:25][C:20]=1[C:18](=[O:19])[CH2:17][CH:14]1[CH2:13][CH2:12][C:11]([S:8]([C:5]2[CH:6]=[CH:7][C:2]([Cl:1])=[CH:3][CH:4]=2)(=[O:10])=[O:9])([C:27]2[CH:32]=[C:31]([F:33])[CH:30]=[CH:29][C:28]=2[F:34])[CH2:16][CH2:15]1. (2) Given the reactants [C:1]([C:4]1[CH:9]=[CH:8][N:7]=[CH:6][CH:5]=1)(=[O:3])[CH3:2].[BrH:10].BrBr.C(OCC)C, predict the reaction product. The product is: [Br:10][CH2:2][C:1]([C:4]1[CH:9]=[CH:8][N:7]=[CH:6][CH:5]=1)=[O:3].